Dataset: Catalyst prediction with 721,799 reactions and 888 catalyst types from USPTO. Task: Predict which catalyst facilitates the given reaction. (1) Reactant: O[CH:2]([C:12]1C=CC=CC=1)[CH2:3][NH:4][C:5](=[O:11])[O:6][C:7]([CH3:10])([CH3:9])[CH3:8].[OH:18][N:19]1[C:23](=[O:24])[C:22]2=[CH:25][CH:26]=[CH:27][CH:28]=[C:21]2[C:20]1=[O:29].[C:43]1(P([C:43]2[CH:48]=[CH:47][CH:46]=[CH:45][CH:44]=2)[C:43]2[CH:48]=[CH:47][CH:46]=[CH:45][CH:44]=2)[CH:48]=[CH:47][CH:46]=[CH:45][CH:44]=1.N(C(OCC)=O)=N[C:51](OCC)=O. Product: [O:24]=[C:23]1[C:22]2[C:21](=[CH:28][CH:27]=[CH:26][CH:25]=2)[C:20](=[O:29])[N:19]1[O:18][CH:12]([C:43]1[CH:44]=[CH:45][CH:46]=[CH:47][CH:48]=1)[CH2:2][CH2:3][N:4]([CH3:51])[C:5](=[O:11])[O:6][C:7]([CH3:8])([CH3:9])[CH3:10]. The catalyst class is: 20. (2) Reactant: CC1(C)C(C)(C)OB([C:9]2[CH:14]=[CH:13][C:12]([S:15]([CH:18]3[CH2:23][CH2:22][CH2:21][N:20]([C:24]([O:26][C:27]([CH3:30])([CH3:29])[CH3:28])=[O:25])[CH2:19]3)(=[O:17])=[O:16])=[CH:11][CH:10]=2)O1.Br[C:33]1[N:34]=[C:35]([C:40]2[S:41][C:42]([C:45]3[CH:50]=[CH:49][CH:48]=[CH:47][CH:46]=3)=[N:43][N:44]=2)[C:36]([NH2:39])=[N:37][CH:38]=1.C(Cl)Cl.C([O-])([O-])=O.[Na+].[Na+]. Product: [NH2:39][C:36]1[N:37]=[CH:38][C:33]([C:9]2[CH:10]=[CH:11][C:12]([S:15]([CH:18]3[CH2:23][CH2:22][CH2:21][N:20]([C:24]([O:26][C:27]([CH3:28])([CH3:30])[CH3:29])=[O:25])[CH2:19]3)(=[O:17])=[O:16])=[CH:13][CH:14]=2)=[N:34][C:35]=1[C:40]1[S:41][C:42]([C:45]2[CH:50]=[CH:49][CH:48]=[CH:47][CH:46]=2)=[N:43][N:44]=1. The catalyst class is: 117. (3) Reactant: [Br:1][C:2]1[C:11]2[C:6](=[CH:7][C:8]([Br:12])=[CH:9][CH:10]=2)[CH:5]=[CH:4][C:3]=1[OH:13].[Br:14][CH2:15][CH2:16]Br.C(=O)([O-])[O-].[K+].[K+]. Product: [Br:1][C:2]1[C:11]2[C:6](=[CH:7][C:8]([Br:12])=[CH:9][CH:10]=2)[CH:5]=[CH:4][C:3]=1[O:13][CH2:16][CH2:15][Br:14]. The catalyst class is: 10. (4) Reactant: F[C:2]1[N:9]=[CH:8][CH:7]=[C:6]([I:10])[C:3]=1[CH:4]=O.[F:11][C:12]1[CH:17]=[C:16]([F:18])[CH:15]=[CH:14][C:13]=1[NH:19][NH2:20]. The catalyst class is: 37. Product: [F:11][C:12]1[CH:17]=[C:16]([F:18])[CH:15]=[CH:14][C:13]=1[N:19]1[C:2]2=[N:9][CH:8]=[CH:7][C:6]([I:10])=[C:3]2[CH:4]=[N:20]1. (5) Reactant: C([O:8][C:9]1[CH:14]=[CH:13][C:12](/[CH:15]=[CH:16]/[C:17]2[S:21][C:20]([C:22]3[CH:27]=[CH:26][C:25]([C:28]([F:31])([F:30])[F:29])=[CH:24][CH:23]=3)=[N:19][C:18]=2[CH3:32])=[CH:11][C:10]=1[CH3:33])C1C=CC=CC=1. Product: [CH3:33][C:10]1[CH:11]=[C:12]([CH2:15][CH2:16][C:17]2[S:21][C:20]([C:22]3[CH:27]=[CH:26][C:25]([C:28]([F:31])([F:30])[F:29])=[CH:24][CH:23]=3)=[N:19][C:18]=2[CH3:32])[CH:13]=[CH:14][C:9]=1[OH:8]. The catalyst class is: 285. (6) Reactant: [CH:1](=O)[CH3:2].[NH:4]1[C:8]2[CH:9]=[CH:10][CH:11]=[CH:12][C:7]=2[N:6]=[C:5]1[NH:13][C:14]([C:16]1[NH:20][CH:19]=[N:18][C:17]=1[C:21]([NH:23][C:24]1[CH:29]=[CH:28][C:27]([O:30][CH:31]2[CH2:36][CH2:35][NH:34][CH2:33][CH2:32]2)=[CH:26][CH:25]=1)=[O:22])=[O:15].C(O[BH-](OC(=O)C)OC(=O)C)(=O)C.[Na+].Cl. Product: [NH:4]1[C:8]2[CH:9]=[CH:10][CH:11]=[CH:12][C:7]=2[N:6]=[C:5]1[NH:13][C:14]([C:16]1[NH:20][CH:19]=[N:18][C:17]=1[C:21]([NH:23][C:24]1[CH:29]=[CH:28][C:27]([O:30][CH:31]2[CH2:36][CH2:35][N:34]([CH2:1][CH3:2])[CH2:33][CH2:32]2)=[CH:26][CH:25]=1)=[O:22])=[O:15]. The catalyst class is: 3. (7) Reactant: [C:1]([O:5][C:6]([NH:8][C@H:9]([C:18]([OH:20])=O)[CH2:10][C:11]1[CH:16]=[CH:15][CH:14]=[C:13]([CH3:17])[CH:12]=1)=[O:7])([CH3:4])([CH3:3])[CH3:2].CCN(C(C)C)C(C)C.Cl.[CH3:31][O:32][C:33]1[CH:34]=[C:35]([C:41]2[C@@H:50]3[C@@H:45]([CH2:46][CH2:47][CH2:48][CH2:49]3)[C:44](=[O:51])[N:43]([CH:52]3[CH2:57][CH2:56][NH:55][CH2:54][CH2:53]3)[N:42]=2)[CH:36]=[CH:37][C:38]=1[O:39][CH3:40].CCOC(C(C#N)=NOC(N1CCOCC1)=[N+](C)C)=O.F[P-](F)(F)(F)(F)F.C(=O)(O)[O-].[Na+]. Product: [CH3:31][O:32][C:33]1[CH:34]=[C:35]([C:41]2[C@@H:50]3[C@@H:45]([CH2:46][CH2:47][CH2:48][CH2:49]3)[C:44](=[O:51])[N:43]([CH:52]3[CH2:53][CH2:54][N:55]([C:18](=[O:20])[C@@H:9]([NH:8][C:6](=[O:7])[O:5][C:1]([CH3:2])([CH3:3])[CH3:4])[CH2:10][C:11]4[CH:16]=[CH:15][CH:14]=[C:13]([CH3:17])[CH:12]=4)[CH2:56][CH2:57]3)[N:42]=2)[CH:36]=[CH:37][C:38]=1[O:39][CH3:40]. The catalyst class is: 2. (8) Reactant: [S:1]1[CH:5]=[CH:4][C:3]([CH2:6][C:7]#[N:8])=[CH:2]1.CO.[ClH:11]. Product: [ClH:11].[S:1]1[CH:5]=[CH:4][C:3]([CH2:6][CH2:7][NH2:8])=[CH:2]1. The catalyst class is: 7.